This data is from Catalyst prediction with 721,799 reactions and 888 catalyst types from USPTO. The task is: Predict which catalyst facilitates the given reaction. Reactant: [C:1]([Si:5]([C:13]1[CH:18]=[CH:17][CH:16]=[CH:15][CH:14]=1)([C:7]1[CH:12]=[CH:11][CH:10]=[CH:9][CH:8]=1)Cl)([CH3:4])([CH3:3])[CH3:2].[CH2:19]([OH:25])[CH2:20][CH2:21][CH2:22][C:23]#[CH:24].N1C=CN=C1. Product: [Si:5]([O:25][CH2:19][CH2:20][CH2:21][CH2:22][C:23]#[CH:24])([C:1]([CH3:4])([CH3:3])[CH3:2])([C:13]1[CH:18]=[CH:17][CH:16]=[CH:15][CH:14]=1)[C:7]1[CH:12]=[CH:11][CH:10]=[CH:9][CH:8]=1. The catalyst class is: 2.